This data is from Forward reaction prediction with 1.9M reactions from USPTO patents (1976-2016). The task is: Predict the product of the given reaction. (1) Given the reactants [CH2:1]([CH:4]([CH2:12][CH2:13][CH2:14]C)[CH:5]([OH:11])[CH2:6][C:7]([O:9][CH3:10])=[O:8])C=C.[CH3:16]C(CC=C)C(=O)C, predict the reaction product. The product is: [OH:11][C:5]([CH3:16])([CH:4]([CH3:1])[CH2:12][CH:13]=[CH2:14])[CH2:6][C:7]([O:9][CH3:10])=[O:8]. (2) Given the reactants [CH2:1]([C@@H:8]([NH:19][C:20](=[O:26])[O:21][C:22]([CH3:25])([CH3:24])[CH3:23])[CH:9]([NH:11][CH2:12][C:13]1[CH:18]=[CH:17][CH:16]=[CH:15][CH:14]=1)[CH3:10])[C:2]1[CH:7]=[CH:6][CH:5]=[CH:4][CH:3]=1.C(=O)([O-])[O-].[K+].[K+].Br[CH2:34][C:35]([O:37][CH2:38][CH3:39])=[O:36], predict the reaction product. The product is: [CH2:12]([N:11]([CH:9]([CH3:10])[C@H:8]([NH:19][C:20]([O:21][C:22]([CH3:25])([CH3:24])[CH3:23])=[O:26])[CH2:1][C:2]1[CH:3]=[CH:4][CH:5]=[CH:6][CH:7]=1)[CH2:34][C:35]([O:37][CH2:38][CH3:39])=[O:36])[C:13]1[CH:18]=[CH:17][CH:16]=[CH:15][CH:14]=1.